From a dataset of Peptide-MHC class I binding affinity with 185,985 pairs from IEDB/IMGT. Regression. Given a peptide amino acid sequence and an MHC pseudo amino acid sequence, predict their binding affinity value. This is MHC class I binding data. The peptide sequence is NIMEFCKAY. The MHC is HLA-A31:01 with pseudo-sequence HLA-A31:01. The binding affinity (normalized) is 0.0847.